Dataset: Full USPTO retrosynthesis dataset with 1.9M reactions from patents (1976-2016). Task: Predict the reactants needed to synthesize the given product. Given the product [Cl:1][C:2]1[CH:10]=[C:9]2[C:5]([C:6]([I:11])=[N:7][NH:8]2)=[CH:4][CH:3]=1, predict the reactants needed to synthesize it. The reactants are: [Cl:1][C:2]1[CH:10]=[C:9]2[C:5]([CH:6]=[N:7][NH:8]2)=[CH:4][CH:3]=1.[I:11]I.[OH-].[K+].